Dataset: Retrosynthesis with 50K atom-mapped reactions and 10 reaction types from USPTO. Task: Predict the reactants needed to synthesize the given product. (1) Given the product COC(=O)C1Cc2cccc3ccn(c23)C1, predict the reactants needed to synthesize it. The reactants are: COC(=O)C1=Cc2cccc3ccn(c23)C1. (2) Given the product CC(=O)c1nc(Br)c(C(=O)NCc2ccc(Cl)c(Oc3cc(Cl)cc(C#N)c3)c2F)[nH]1, predict the reactants needed to synthesize it. The reactants are: CC(O)c1nc(Br)c(C(=O)NCc2ccc(Cl)c(Oc3cc(Cl)cc(C#N)c3)c2F)[nH]1. (3) The reactants are: COC(=O)c1cc(F)c(N)c(F)c1.O=C(O)C(C1CCCCC1)n1c(-c2ccc(Cl)cc2)nc2cc(F)c(F)cc21. Given the product COC(=O)c1cc(F)c(NC(=O)C(C2CCCCC2)n2c(-c3ccc(Cl)cc3)nc3cc(F)c(F)cc32)c(F)c1, predict the reactants needed to synthesize it. (4) Given the product CC(=O)N(N)c1ccc(C(F)(F)F)cc1NC(=O)c1ccccc1, predict the reactants needed to synthesize it. The reactants are: CC(=O)N(N)c1ccc(C(F)(F)F)cc1N.O=C(Cl)c1ccccc1. (5) Given the product COc1ccc(Cl)cc1-c1cccc(Cl)c1, predict the reactants needed to synthesize it. The reactants are: COc1ccc(Cl)cc1I.OB(O)c1cccc(Cl)c1. (6) Given the product NC(=O)COc1cc(CN(CCc2ccccn2)C(=O)c2ccccc2Cl)ccc1OCc1ccccc1, predict the reactants needed to synthesize it. The reactants are: COC(=O)COc1cc(CN(CCc2ccccn2)C(=O)c2ccccc2Cl)ccc1OCc1ccccc1.[NH4+]. (7) The reactants are: CCC(Oc1ccc(C(C)(C)CC)cc1C(C)(C)CC)C(=O)Nc1c(Cl)cc(NC(=O)c2ccccc2)c(O)c1[N+](=O)[O-]. Given the product CCC(Oc1ccc(C(C)(C)CC)cc1C(C)(C)CC)C(=O)Nc1c(Cl)cc(NC(=O)c2ccccc2)c(O)c1N, predict the reactants needed to synthesize it. (8) Given the product CC(C)(C)OC(=O)n1ccc2cc(O)ccc21, predict the reactants needed to synthesize it. The reactants are: CC(C)(C)OC(=O)n1ccc2cc(O[Si](C)(C)C(C)(C)C)ccc21.